Dataset: Forward reaction prediction with 1.9M reactions from USPTO patents (1976-2016). Task: Predict the product of the given reaction. (1) Given the reactants Br[C:2]1[CH:3]=[C:4]([NH2:10])[C:5]([O:8][CH3:9])=[N:6][CH:7]=1.C([O-])(=O)C.[K+].[CH3:16][C:17]1([CH3:35])[CH2:22][C:21]([CH3:24])([CH3:23])[O:20][B:19]([B:19]2[O:20][C:21]([CH3:24])([CH3:23])[CH2:22][C:17]([CH3:35])([CH3:16])[O:18]2)[O:18]1, predict the reaction product. The product is: [CH3:9][O:8][C:5]1[C:4]([NH2:10])=[CH:3][C:2]([B:19]2[O:20][C:21]([CH3:24])([CH3:23])[CH2:22][C:17]([CH3:35])([CH3:16])[O:18]2)=[CH:7][N:6]=1. (2) Given the reactants Br[C:2]1[CH:11]=[C:10]2[C:5]([CH:6]=[CH:7][C:8]([C:12]3[N:16]4[CH:17]=[C:18]([CH:21]([N:26]5[CH2:30][CH2:29][C@H:28]([NH:31][C:32](=[O:38])[O:33][C:34]([CH3:37])([CH3:36])[CH3:35])[CH2:27]5)[C:22]([F:25])([F:24])[F:23])[CH:19]=[CH:20][C:15]4=[N:14][N:13]=3)=[N:9]2)=[CH:4][CH:3]=1.[C:39]([NH2:44])(=[O:43])[CH:40]([CH3:42])[CH3:41].[O-]P([O-])([O-])=O.[K+].[K+].[K+].CNCCNC, predict the reaction product. The product is: [F:24][C:22]([F:23])([F:25])[CH:21]([N:26]1[CH2:30][CH2:29][C@H:28]([NH:31][C:32](=[O:38])[O:33][C:34]([CH3:37])([CH3:36])[CH3:35])[CH2:27]1)[C:18]1[CH:19]=[CH:20][C:15]2[N:16]([C:12]([C:8]3[CH:7]=[CH:6][C:5]4[C:10](=[CH:11][C:2]([NH:44][C:39](=[O:43])[CH:40]([CH3:42])[CH3:41])=[CH:3][CH:4]=4)[N:9]=3)=[N:13][N:14]=2)[CH:17]=1. (3) The product is: [CH3:1][O:2][C:3](=[O:26])[CH2:4][CH2:5][N:6]([C:13](=[O:25])[C:14]1[CH:19]=[CH:18][C:17]([NH:20][CH3:21])=[C:16]([NH2:22])[CH:15]=1)[C:7]1[CH:8]=[CH:9][CH:10]=[CH:11][CH:12]=1. Given the reactants [CH3:1][O:2][C:3](=[O:26])[CH2:4][CH2:5][N:6]([C:13](=[O:25])[C:14]1[CH:19]=[CH:18][C:17]([NH:20][CH3:21])=[C:16]([N+:22]([O-])=O)[CH:15]=1)[C:7]1[CH:12]=[CH:11][CH:10]=[CH:9][CH:8]=1, predict the reaction product. (4) Given the reactants [NH2:1][C:2]1[C:11]([NH2:12])=[CH:10][CH:9]=[CH:8][C:3]=1[C:4]([O:6][CH3:7])=[O:5].C(N(CC)C(C)C)(C)C.[CH3:22][O:23][CH2:24][C:25](Cl)=[O:26].C(=O)(O)[O-].[Na+], predict the reaction product. The product is: [NH2:1][C:2]1[C:11]([NH:12][C:25](=[O:26])[CH2:24][O:23][CH3:22])=[CH:10][CH:9]=[CH:8][C:3]=1[C:4]([O:6][CH3:7])=[O:5]. (5) Given the reactants Cl[C:2]1[N:7]=[C:6]([CH3:8])[N:5]=[C:4]([NH:9][CH2:10][C:11]2[CH:16]=[CH:15][CH:14]=[CH:13][N:12]=2)[C:3]=1[F:17].O.[NH2:19][NH2:20], predict the reaction product. The product is: [F:17][C:3]1[C:2](=[N:19][NH2:20])[N:7]=[C:6]([CH3:8])[NH:5][C:4]=1[NH:9][CH2:10][C:11]1[CH:16]=[CH:15][CH:14]=[CH:13][N:12]=1. (6) Given the reactants [Cl:1][C:2]1[CH:11]=[CH:10][CH:9]=[C:8]2[C:3]=1[CH:4]=[C:5]([CH:19]([N:21]1[C:29](=[O:30])C3C(=CC=CC=3)C1=O)[CH3:20])[C:6]([C:12]1[CH:17]=[CH:16][CH:15]=[C:14]([F:18])[CH:13]=1)=[N:7]2.C([OH:34])C.NN.[CH2:37]([Cl:39])[Cl:38], predict the reaction product. The product is: [CH2:37]([Cl:39])[Cl:38].[CH3:29][OH:30].[NH4+:7].[OH-:34].[Cl:1][C:2]1[CH:11]=[CH:10][CH:9]=[C:8]2[C:3]=1[CH:4]=[C:5]([CH:19]([NH2:21])[CH3:20])[C:6]([C:12]1[CH:17]=[CH:16][CH:15]=[C:14]([F:18])[CH:13]=1)=[N:7]2. (7) Given the reactants [Cl:1][C:2]1[CH:7]=[CH:6][CH:5]=[CH:4][C:3]=1[CH2:8][C:9]([OH:11])=[O:10].[N+:12]([O-])([OH:14])=[O:13], predict the reaction product. The product is: [OH2:10].[Cl:1][C:2]1[CH:7]=[CH:6][C:5]([N+:12]([O-:14])=[O:13])=[CH:4][C:3]=1[CH2:8][C:9]([OH:11])=[O:10].